This data is from Full USPTO retrosynthesis dataset with 1.9M reactions from patents (1976-2016). The task is: Predict the reactants needed to synthesize the given product. (1) Given the product [Cl:1][C:2]1[CH:3]=[C:4]([CH:7]=[C:8]([O:10][C:11]2[C:16](=[O:17])[N:15]([CH2:18][C:19]3[CH:24]=[N:23][C:22]([OH:31])=[CH:21][N:20]=3)[CH:14]=[N:13][C:12]=2[C:26]([F:29])([F:28])[F:27])[CH:9]=1)[C:5]#[N:6], predict the reactants needed to synthesize it. The reactants are: [Cl:1][C:2]1[CH:3]=[C:4]([CH:7]=[C:8]([O:10][C:11]2[C:16](=[O:17])[N:15]([CH2:18][C:19]3[CH:24]=[N:23][C:22](Cl)=[CH:21][N:20]=3)[CH:14]=[N:13][C:12]=2[C:26]([F:29])([F:28])[F:27])[CH:9]=1)[C:5]#[N:6].C(O)(C(F)(F)F)=[O:31]. (2) Given the product [F:29][C:23]1[CH:24]=[C:25]([F:28])[CH:26]=[CH:27][C:22]=1[C:16]1[N:15]2[C:14]([CH:19]=[CH:18][C:17]=1[CH2:20][OH:21])=[C:9]([C:3]1[C:4]([F:8])=[CH:5][CH:6]=[CH:7][C:2]=1[F:1])[C:10](=[O:13])[CH:11]=[CH:12]2, predict the reactants needed to synthesize it. The reactants are: [F:1][C:2]1[CH:7]=[CH:6][CH:5]=[C:4]([F:8])[C:3]=1[CH:9]([C:14]1[CH:19]=[CH:18][C:17]([CH2:20][OH:21])=[C:16]([C:22]2[CH:27]=[CH:26][C:25]([F:28])=[CH:24][C:23]=2[F:29])[N:15]=1)[C:10](=[O:13])[C:11]#[CH:12].